Regression. Given a peptide amino acid sequence and an MHC pseudo amino acid sequence, predict their binding affinity value. This is MHC class II binding data. From a dataset of Peptide-MHC class II binding affinity with 134,281 pairs from IEDB. The peptide sequence is CILAWILVRIINVRS. The MHC is HLA-DPA10201-DPB10501 with pseudo-sequence HLA-DPA10201-DPB10501. The binding affinity (normalized) is 0.199.